From a dataset of Forward reaction prediction with 1.9M reactions from USPTO patents (1976-2016). Predict the product of the given reaction. (1) The product is: [N:1]1([CH2:7][CH2:8][NH:9][CH2:10][CH2:11][CH:12]([C:19]2[CH:24]=[CH:23][CH:22]=[CH:21][CH:20]=2)[C:13]2[CH:14]=[N:15][CH:16]=[CH:17][CH:18]=2)[CH2:2][CH2:3][O:4][CH2:5][CH2:6]1. Given the reactants [N:1]1([CH2:7][CH2:8][NH:9][C:10](=O)[CH2:11][CH:12]([C:19]2[CH:24]=[CH:23][CH:22]=[CH:21][CH:20]=2)[C:13]2[CH:14]=[N:15][CH:16]=[CH:17][CH:18]=2)[CH2:6][CH2:5][O:4][CH2:3][CH2:2]1.[H-].[H-].[H-].[H-].[Li+].[Al+3].O.[OH-].[Na+], predict the reaction product. (2) Given the reactants [N+:1]([C:4]1[C:5]([NH2:14])=[CH:6][C:7]2[CH2:8][CH2:9][CH2:10][CH2:11][C:12]=2[CH:13]=1)([O-])=[O:2].[N:15]#[C:16][NH2:17].[CH]Cl.[OH-].[Na+], predict the reaction product. The product is: [N+:1]1([O-:2])[C:4]2[CH:13]=[C:12]3[C:7](=[CH:6][C:5]=2[N:14]=[C:16]([NH2:17])[N:15]=1)[CH2:8][CH2:9][CH2:10][CH2:11]3. (3) Given the reactants [Cl:1][C:2]1[CH:3]=[C:4]([C@:8]([C@@H:15]2[CH2:20][CH2:19][CH2:18][N:17]([C:21]([NH:23][C@@H:24]([CH2:37][CH:38]3[CH2:43][CH2:42][CH2:41][CH2:40][CH2:39]3)[CH2:25][N:26]([CH3:36])[C:27]([O:29][CH2:30][CH2:31][Si:32]([CH3:35])([CH3:34])[CH3:33])=[O:28])=[O:22])[CH2:16]2)([OH:14])[CH2:9][CH2:10][CH2:11][CH2:12][OH:13])[CH:5]=[CH:6][CH:7]=1.CCN(CC)CC, predict the reaction product. The product is: [Cl:1][C:2]1[CH:3]=[C:4]([C@:8]([C@@H:15]2[CH2:20][CH2:19][CH2:18][N:17]([C:21]([NH:23][C@@H:24]([CH2:37][CH:38]3[CH2:43][CH2:42][CH2:41][CH2:40][CH2:39]3)[CH2:25][N:26]([CH3:36])[C:27]([O:29][CH2:30][CH2:31][Si:32]([CH3:33])([CH3:35])[CH3:34])=[O:28])=[O:22])[CH2:16]2)([OH:14])[CH2:9][CH2:10][CH2:11][CH:12]=[O:13])[CH:5]=[CH:6][CH:7]=1. (4) Given the reactants C([O-])=O.[NH4+].Br[C:6]1[N:7]=[N:8][C:9]([O:12][CH2:13][C:14]2[C:15]([C:20]3[CH:25]=[CH:24][CH:23]=[CH:22][CH:21]=3)=[N:16][O:17][C:18]=2[CH3:19])=[CH:10][CH:11]=1, predict the reaction product. The product is: [CH3:19][C:18]1[O:17][N:16]=[C:15]([C:20]2[CH:21]=[CH:22][CH:23]=[CH:24][CH:25]=2)[C:14]=1[CH2:13][O:12][C:9]1[N:8]=[N:7][CH:6]=[CH:11][CH:10]=1. (5) Given the reactants [CH2:1]([N:5]([CH2:13][CH2:14][C:15]([B:17]1[O:21][C:20]([CH3:23])([CH3:22])[C:19]([CH3:25])([CH3:24])[O:18]1)=[CH2:16])[C:6](=[O:12])[O:7][C:8]([CH3:11])([CH3:10])[CH3:9])[CH2:2]C=C.C(OCCOCCO)=C, predict the reaction product. The product is: [CH3:23][C:20]1([CH3:22])[C:19]([CH3:25])([CH3:24])[O:18][B:17]([C:15]2[CH2:14][CH2:13][N:5]([C:6]([O:7][C:8]([CH3:9])([CH3:10])[CH3:11])=[O:12])[CH2:1][CH2:2][CH:16]=2)[O:21]1. (6) Given the reactants [CH3:1][O:2][C:3](=[O:20])[C:4]1[CH:18]=[C:17]([NH2:19])[CH:16]=[C:6]([C:7]([N:9]([CH2:13][CH2:14][CH3:15])[CH2:10][CH2:11][CH3:12])=[O:8])[CH:5]=1.[Cl:21][CH2:22][CH2:23][CH2:24][CH2:25][C:26](Cl)=[O:27], predict the reaction product. The product is: [CH3:1][O:2][C:3](=[O:20])[C:4]1[CH:18]=[C:17]([NH:19][C:26](=[O:27])[CH2:25][CH2:24][CH2:23][CH2:22][Cl:21])[CH:16]=[C:6]([C:7]([N:9]([CH2:10][CH2:11][CH3:12])[CH2:13][CH2:14][CH3:15])=[O:8])[CH:5]=1. (7) The product is: [CH3:32][O:33][C:34](=[O:45])[C:35]1[CH:40]=[C:39]([O:52][CH:49]2[CH2:50][CH2:51][O:46][CH2:47][CH2:48]2)[CH:38]=[C:37]([O:42][CH2:43][CH3:44])[CH:36]=1. Given the reactants C1(P(C2C=CC=CC=2)C2C=CC=CC=2)C=CC=CC=1.CCOC(/N=N/C(OCC)=O)=O.[CH3:32][O:33][C:34](=[O:45])[C:35]1[CH:40]=[C:39](O)[CH:38]=[C:37]([O:42][CH2:43][CH3:44])[CH:36]=1.[O:46]1[CH2:51][CH2:50][CH:49]([OH:52])[CH2:48][CH2:47]1, predict the reaction product. (8) Given the reactants C[O:2][C:3](=[O:43])[C:4]1[CH:9]=[CH:8][C:7]([C:10]#[C:11][C:12]2[CH:17]=[C:16]([Cl:18])[C:15]([O:19][C:20]3[C:25]([C:26]([N:28]4[C:37]5[C:32](=[CH:33][CH:34]=[CH:35][CH:36]=5)[N:31]([CH:38]5[CH2:40][CH2:39]5)[CH2:30][CH2:29]4)=[O:27])=[CH:24][CH:23]=[CH:22][N:21]=3)=[CH:14][C:13]=2[Cl:41])=[CH:6][C:5]=1Cl.COC(=O)C1C=CC(C#CC2C=C(Cl)C(OC3C(C(N4C5C(=CC=CC=5)N(C5CC5)CC4)=O)=CC=CN=3)=CC=2Cl)=CC=1, predict the reaction product. The product is: [Cl:41][C:13]1[CH:14]=[C:15]([O:19][C:20]2[C:25]([C:26]([N:28]3[C:37]4[C:32](=[CH:33][CH:34]=[CH:35][CH:36]=4)[N:31]([CH:38]4[CH2:40][CH2:39]4)[CH2:30][CH2:29]3)=[O:27])=[CH:24][CH:23]=[CH:22][N:21]=2)[C:16]([Cl:18])=[CH:17][C:12]=1[CH2:11][CH2:10][C:7]1[CH:6]=[CH:5][C:4]([C:3]([OH:43])=[O:2])=[CH:9][CH:8]=1.